From a dataset of Catalyst prediction with 721,799 reactions and 888 catalyst types from USPTO. Predict which catalyst facilitates the given reaction. (1) Reactant: [CH3:1][C:2]1([CH3:15])[CH2:14][C:5]2[C:6]3[CH2:11][CH2:10][NH:9][C:8](=[O:12])[C:7]=3[S:13][C:4]=2[CH2:3]1.[C:16]([O:19][CH2:20][C:21]1[C:26]([Br:27])=[CH:25][CH:24]=[CH:23][C:22]=1Br)(=[O:18])[CH3:17].C(=O)([O-])[O-].[Cs+].[Cs+].CNCCNC. Product: [C:16]([O:19][CH2:20][C:21]1[C:22]([N:9]2[CH2:10][CH2:11][C:6]3[C:5]4[CH2:14][C:2]([CH3:15])([CH3:1])[CH2:3][C:4]=4[S:13][C:7]=3[C:8]2=[O:12])=[CH:23][CH:24]=[CH:25][C:26]=1[Br:27])(=[O:18])[CH3:17]. The catalyst class is: 246. (2) Reactant: CC1C=CC(C([O:8][C@H:9]2[C@@:13]([Cl:15])([F:14])[C@H:12]([N:16]3[CH:21]=[CH:20][C:19](=[O:22])[NH:18][C:17]3=[O:23])[O:11][C@@H:10]2[CH2:24][O:25]C(=O)C2C=CC(C)=CC=2)=O)=CC=1.C(N)CC.C(OC(C)C)(=O)C. Product: [Cl:15][C@@:13]1([F:14])[C@H:9]([OH:8])[C@@H:10]([CH2:24][OH:25])[O:11][C@H:12]1[N:16]1[CH:21]=[CH:20][C:19](=[O:22])[NH:18][C:17]1=[O:23]. The catalyst class is: 5. (3) Reactant: FC(F)(F)C(O)=O.[NH2:8][C:9]1[C:18]2[N:19]=[C:20]([CH2:27][O:28][CH3:29])[N:21]([CH2:22][C:23]([OH:26])([CH3:25])[CH3:24])[C:17]=2[C:16]2[CH:15]=[CH:14][C:13]([CH:30]=[CH:31][C:32]#[N:33])=[CH:12][C:11]=2[N:10]=1. Product: [NH2:8][C:9]1[C:18]2[N:19]=[C:20]([CH2:27][O:28][CH3:29])[N:21]([CH2:22][C:23]([CH3:24])([OH:26])[CH3:25])[C:17]=2[C:16]2[CH:15]=[CH:14][C:13]([CH2:30][CH2:31][CH2:32][NH2:33])=[CH:12][C:11]=2[N:10]=1. The catalyst class is: 43. (4) Reactant: C[Al](C)C.[NH2:5][C:6]1[CH:7]=[C:8]([CH:11]=[C:12]([F:14])[CH:13]=1)[C:9]#[N:10].[OH:15][CH2:16][C:17]1[CH:18]=[C:19]([C:23]2[CH:24]=[CH:25][C:26]3[N:27]([CH:29]=[C:30]([C:32](OCC)=[O:33])[N:31]=3)[CH:28]=2)[CH:20]=[CH:21][CH:22]=1.Cl. Product: [C:9]([C:8]1[CH:7]=[C:6]([NH:5][C:32]([C:30]2[N:31]=[C:26]3[CH:25]=[CH:24][C:23]([C:19]4[CH:20]=[CH:21][CH:22]=[C:17]([CH2:16][OH:15])[CH:18]=4)=[CH:28][N:27]3[CH:29]=2)=[O:33])[CH:13]=[C:12]([F:14])[CH:11]=1)#[N:10]. The catalyst class is: 93. (5) Reactant: [Br:1][C:2]1[C:6]2[CH2:7][N:8]([C:11]([O:13][C:14]([CH3:17])([CH3:16])[CH3:15])=[O:12])[CH2:9][CH2:10][C:5]=2[NH:4][N:3]=1.Br[CH:19]([CH3:25])[C:20]([O:22][CH2:23][CH3:24])=[O:21].C([O-])([O-])=O.[Cs+].[Cs+].O. Product: [Br:1][C:2]1[C:6]2[CH2:7][N:8]([C:11]([O:13][C:14]([CH3:17])([CH3:16])[CH3:15])=[O:12])[CH2:9][CH2:10][C:5]=2[N:4]([CH:19]([CH3:25])[C:20]([O:22][CH2:23][CH3:24])=[O:21])[N:3]=1. The catalyst class is: 12. (6) Reactant: [Cl:1][C:2]1[CH:8]=[C:7]([O:9][C:10]2[C:19]3[C:14](=[CH:15][C:16]([O:22][CH3:23])=[C:17]([O:20][CH3:21])[CH:18]=3)[N:13]=[CH:12][N:11]=2)[CH:6]=[CH:5][C:3]=1[NH2:4].C(N(CC)CC)C.ClC(Cl)(O[C:35](=[O:41])OC(Cl)(Cl)Cl)Cl.[NH2:43][C:44]1[S:45][CH:46]=[C:47]([CH3:49])[N:48]=1. Product: [Cl:1][C:2]1[CH:8]=[C:7]([O:9][C:10]2[C:19]3[C:14](=[CH:15][C:16]([O:22][CH3:23])=[C:17]([O:20][CH3:21])[CH:18]=3)[N:13]=[CH:12][N:11]=2)[CH:6]=[CH:5][C:3]=1[NH:4][C:35]([NH:43][C:44]1[S:45][CH:46]=[C:47]([CH3:49])[N:48]=1)=[O:41]. The catalyst class is: 146. (7) Reactant: I[CH2:2][C@@H:3]([CH3:18])[CH2:4][N:5]1[C:10]2[CH:11]=[C:12]([O:15][CH3:16])[CH:13]=[CH:14][C:9]=2[O:8][CH2:7][C:6]1=[O:17].[CH2:19]([CH:23]1[CH2:28][CH2:27][NH:26][CH2:25][CH2:24]1)[CH2:20][CH2:21][CH3:22]. Product: [CH2:19]([CH:23]1[CH2:28][CH2:27][N:26]([CH2:2][C@@H:3]([CH3:18])[CH2:4][N:5]2[C:10]3[CH:11]=[C:12]([O:15][CH3:16])[CH:13]=[CH:14][C:9]=3[O:8][CH2:7][C:6]2=[O:17])[CH2:25][CH2:24]1)[CH2:20][CH2:21][CH3:22]. The catalyst class is: 243.